This data is from Full USPTO retrosynthesis dataset with 1.9M reactions from patents (1976-2016). The task is: Predict the reactants needed to synthesize the given product. (1) The reactants are: FC(F)(F)C(O)=O.[CH3:8][N:9]1[C:17]2[C:12](=[CH:13][CH:14]=[CH:15][CH:16]=2)[CH:11]=[C:10]1[C:18]([NH:20][CH2:21][C:22]1[CH:23]=[C:24]2[C:29](=[CH:30][CH:31]=1)[CH2:28][N:27](C(OC(C)(C)C)=O)[CH2:26][CH2:25]2)=[O:19].[OH-].[Na+]. Given the product [CH3:8][N:9]1[C:17]2[C:12](=[CH:13][CH:14]=[CH:15][CH:16]=2)[CH:11]=[C:10]1[C:18]([NH:20][CH2:21][C:22]1[CH:23]=[C:24]2[C:29](=[CH:30][CH:31]=1)[CH2:28][NH:27][CH2:26][CH2:25]2)=[O:19], predict the reactants needed to synthesize it. (2) Given the product [S:13]1[CH:14]=[CH:15][C:11]([C:10]2[CH:9]=[CH:8][CH:7]=[C:3]3[C:2]=2[N:1]=[CH:16][N:18]=[C:4]3[OH:5])=[CH:12]1, predict the reactants needed to synthesize it. The reactants are: [NH2:1][C:2]1[C:10]([C:11]2[CH:15]=[CH:14][S:13][CH:12]=2)=[CH:9][CH:8]=[CH:7][C:3]=1[C:4](O)=[O:5].[CH:16]([NH2:18])=O. (3) Given the product [CH:10]1([CH2:9][O:8][C:5]2[CH:4]=[CH:3][C:2]([CH:23]=[O:24])=[CH:7][N:6]=2)[CH2:14][CH2:13][CH2:12][CH2:11]1, predict the reactants needed to synthesize it. The reactants are: Br[C:2]1[CH:3]=[CH:4][C:5]([O:8][CH2:9][CH:10]2[CH2:14][CH2:13][CH2:12][CH2:11]2)=[N:6][CH:7]=1.C([Li])CCC.CN([CH:23]=[O:24])C.O. (4) Given the product [OH:22][C:7]1[C:8]2[S:14][C:13]([O:15][C:16]3[CH:17]=[CH:18][CH:19]=[CH:20][CH:21]=3)=[N:12][C:9]=2[CH:10]=[N:11][C:6]=1[C:4]([NH:23][CH2:24][C:25]([OH:27])=[O:26])=[O:5], predict the reactants needed to synthesize it. The reactants are: C(O[C:4]([C:6]1[N:11]=[CH:10][C:9]2[N:12]=[C:13]([O:15][C:16]3[CH:21]=[CH:20][CH:19]=[CH:18][CH:17]=3)[S:14][C:8]=2[C:7]=1[OH:22])=[O:5])C.[NH2:23][CH2:24][C:25]([OH:27])=[O:26].C[O-].[Na+].CO.